Dataset: Peptide-MHC class I binding affinity with 185,985 pairs from IEDB/IMGT. Task: Regression. Given a peptide amino acid sequence and an MHC pseudo amino acid sequence, predict their binding affinity value. This is MHC class I binding data. (1) The peptide sequence is WPTVRERM. The MHC is HLA-B08:01 with pseudo-sequence HLA-B08:01. The binding affinity (normalized) is 0.774. (2) The peptide sequence is MHEDIISLW. The MHC is HLA-B18:01 with pseudo-sequence HLA-B18:01. The binding affinity (normalized) is 0. (3) The peptide sequence is MQYEVTQHA. The MHC is HLA-A03:01 with pseudo-sequence HLA-A03:01. The binding affinity (normalized) is 0.0847. (4) The peptide sequence is LVESGGGLV. The binding affinity (normalized) is 0.176. The MHC is HLA-A02:02 with pseudo-sequence HLA-A02:02.